Task: Binary Classification. Given a miRNA mature sequence and a target amino acid sequence, predict their likelihood of interaction.. Dataset: Experimentally validated miRNA-target interactions with 360,000+ pairs, plus equal number of negative samples The miRNA is mmu-miR-450b-3p with sequence AUUGGGAACAUUUUGCAUGCAU. The protein sequence of the target gene is MRRSAAPSQLQGNSFKKPKFIPPGRSNPGLNEEITKLNPDIKLFEGVAINNTFLPSQNDLRICSLNLPSEESTREINNRDNCSGKYCFEAPTLATLDPPHTVHSAPKEVAVSKEQEEKSDSLVKYFSVVWCKPSKKKHKKWEGDAVLIVKGKSFILKNLEGKDIGRGIGYKFKELEKIEEGQTLMICGKEIEVMGVISPDDFSSGRCFQLGGGSTAISHSSQVARKCFSNPFKSVCKPSSKENRQNDFQNCKPRHDPYTPNSLVMPRPDKNHQWVFNKNCFPLVDVVIDPYLVYHLRPHQ.... Result: 0 (no interaction).